From a dataset of Full USPTO retrosynthesis dataset with 1.9M reactions from patents (1976-2016). Predict the reactants needed to synthesize the given product. Given the product [Br:10][C:11]1[CH:12]=[C:13]2[C:18](=[CH:19][CH:20]=1)[N:17]=[C:16]([N:7]1[CH2:8][CH2:9][N:4]([CH:1]([CH3:3])[CH3:2])[CH2:5][CH2:6]1)[CH:15]=[CH:14]2, predict the reactants needed to synthesize it. The reactants are: [CH:1]([N:4]1[CH2:9][CH2:8][NH:7][CH2:6][CH2:5]1)([CH3:3])[CH3:2].[Br:10][C:11]1[CH:12]=[C:13]2[C:18](=[CH:19][CH:20]=1)[N:17]=[C:16](Cl)[CH:15]=[CH:14]2.